From a dataset of Catalyst prediction with 721,799 reactions and 888 catalyst types from USPTO. Predict which catalyst facilitates the given reaction. (1) Reactant: O[O:2][S:3]([O-:5])=O.[K+].[F:7][C:8]1[CH:13]=[CH:12][CH:11]=[C:10]([F:14])[C:9]=1[N:15]1[C:20]2[N:21]=[C:22](SC)[N:23]=[C:24]([C:25]3[CH:26]=[C:27]([CH:34]=[CH:35][C:36]=3[CH3:37])[C:28]([NH:30][CH2:31][CH2:32][CH3:33])=[O:29])[C:19]=2[CH2:18][NH:17][C:16]1=[O:40].[C:41](#N)C. Product: [F:7][C:8]1[CH:13]=[CH:12][CH:11]=[C:10]([F:14])[C:9]=1[N:15]1[C:20]2[N:21]=[C:22]([S:3]([CH3:41])(=[O:5])=[O:2])[N:23]=[C:24]([C:25]3[CH:26]=[C:27]([CH:34]=[CH:35][C:36]=3[CH3:37])[C:28]([NH:30][CH2:31][CH2:32][CH3:33])=[O:29])[C:19]=2[CH2:18][NH:17][C:16]1=[O:40]. The catalyst class is: 6. (2) Reactant: Br[CH2:2]/[CH:3]=[CH:4]/[C:5]([NH:7][C:8]1[CH:9]=[C:10]2[C:15](=[CH:16][C:17]=1[O:18][CH3:19])[N:14]=[CH:13][N:12]=[C:11]2[NH:20][C:21]1[CH:26]=[CH:25][C:24]([F:27])=[C:23]([Cl:28])[CH:22]=1)=[O:6].[S:29]1[CH2:34][CH2:33][NH:32][CH:31]2[CH2:35][CH2:36][CH2:37][CH2:38][CH:30]12.CCN(C(C)C)C(C)C.O. Product: [Cl:28][C:23]1[CH:22]=[C:21]([NH:20][C:11]2[C:10]3[C:15](=[CH:16][C:17]([O:18][CH3:19])=[C:8]([NH:7][C:5](=[O:6])/[CH:4]=[CH:3]/[CH2:2][N:32]4[CH2:33][CH2:34][S:29][CH:30]5[CH2:38][CH2:37][CH2:36][CH2:35][CH:31]45)[CH:9]=3)[N:14]=[CH:13][N:12]=2)[CH:26]=[CH:25][C:24]=1[F:27]. The catalyst class is: 44. (3) Reactant: [F:1][C:2]([F:19])([F:18])[C:3]1[CH:8]=[CH:7][C:6]([C:9]2[C:10]([C:15](Cl)=[O:16])=[CH:11][CH:12]=[CH:13][CH:14]=2)=[CH:5][CH:4]=1.[NH2:20][C:21]1[CH:44]=[CH:43][C:24]([CH2:25][NH:26][C:27]([C:29]2[N:34]=[C:33]([NH:35][C:36](=[O:42])[O:37][C:38]([CH3:41])([CH3:40])[CH3:39])[CH:32]=[CH:31][CH:30]=2)=[O:28])=[CH:23][CH:22]=1.C(N(CC)CC)C.C(OCC)(=O)C. Product: [C:38]([O:37][C:36]([NH:35][C:33]1[N:34]=[C:29]([C:27]([NH:26][CH2:25][C:24]2[CH:43]=[CH:44][C:21]([NH:20][C:15]([C:10]3[CH:11]=[CH:12][CH:13]=[CH:14][C:9]=3[C:6]3[CH:7]=[CH:8][C:3]([C:2]([F:19])([F:18])[F:1])=[CH:4][CH:5]=3)=[O:16])=[CH:22][CH:23]=2)=[O:28])[CH:30]=[CH:31][CH:32]=1)=[O:42])([CH3:41])([CH3:39])[CH3:40]. The catalyst class is: 30. (4) Reactant: [F:1][C:2]([F:16])([F:15])[CH2:3][S:4][C:5]1[NH:9][N:8]=[N:7][C:6]=1[C:10]([O:12]CC)=[O:11]. The catalyst class is: 74. Product: [F:16][C:2]([F:1])([F:15])[CH2:3][S:4][C:5]1[NH:9][N:8]=[N:7][C:6]=1[C:10]([OH:12])=[O:11]. (5) Reactant: [OH:1][C@H:2]1[CH2:11][N:5]2[CH2:6][CH2:7][NH:8][C:9](=[O:10])[C@@H:4]2[CH2:3]1.CC(C)([O-])C.[Na+].Br[C:19]1[CH:24]=[N:23][C:22]([CH:25]2[CH2:27][CH2:26]2)=[CH:21][N:20]=1.O. Product: [CH:25]1([C:22]2[N:23]=[CH:24][C:19]([O:1][CH:2]3[CH2:11][N:5]4[CH2:6][CH2:7][NH:8][C:9](=[O:10])[CH:4]4[CH2:3]3)=[N:20][CH:21]=2)[CH2:27][CH2:26]1. The catalyst class is: 16. (6) Reactant: [Cl:16][C:13]1[CH:14]=[CH:15][C:10]([C:9](O[C:9](=[O:19])[C:10]2[CH:15]=[CH:14][C:13]([Cl:16])=[C:12]([C:17]#[N:18])[CH:11]=2)=[O:19])=[CH:11][C:12]=1[C:17]#[N:18].[NH2:24][C:25]1[C:26]([OH:31])=[N:27][CH:28]=[N:29][CH:30]=1. Product: [OH:31][C:26]1[C:25]([NH:24][C:9](=[O:19])[C:10]2[CH:15]=[CH:14][C:13]([Cl:16])=[C:12]([C:17]#[N:18])[CH:11]=2)=[CH:30][N:29]=[CH:28][N:27]=1. The catalyst class is: 22.